Dataset: Full USPTO retrosynthesis dataset with 1.9M reactions from patents (1976-2016). Task: Predict the reactants needed to synthesize the given product. (1) Given the product [CH2:1]([N:8]1[CH2:13][CH2:12][C:11]2([C:17]3[CH:18]=[CH:19][C:20]([C:37]([NH:36][C:30]4[C:31]([Cl:35])=[CH:32][CH:33]=[CH:34][C:29]=4[Cl:28])=[O:38])=[CH:21][C:16]=3[O:15][CH2:14]2)[CH2:10][CH2:9]1)[C:2]1[CH:7]=[CH:6][CH:5]=[CH:4][CH:3]=1, predict the reactants needed to synthesize it. The reactants are: [CH2:1]([N:8]1[CH2:13][CH2:12][C:11]2([C:17]3[CH:18]=[CH:19][C:20](Br)=[CH:21][C:16]=3[O:15][CH2:14]2)[CH2:10][CH2:9]1)[C:2]1[CH:7]=[CH:6][CH:5]=[CH:4][CH:3]=1.C([Li])CCC.[Cl:28][C:29]1[CH:34]=[CH:33][CH:32]=[C:31]([Cl:35])[C:30]=1[N:36]=[C:37]=[O:38]. (2) Given the product [Cl:1][C:2]1[CH:3]=[C:4]([CH:30]=[CH:31][C:32]=1[Cl:33])[C:5]([NH:7][C:8]1[CH:13]=[N:12][C:11]([O:14][C:15]2[CH:20]=[CH:19][C:18]([CH2:21][CH2:22][CH2:23][CH2:24][CH2:25][OH:26])=[CH:17][CH:16]=2)=[CH:10][CH:9]=1)=[O:6], predict the reactants needed to synthesize it. The reactants are: [Cl:1][C:2]1[CH:3]=[C:4]([CH:30]=[CH:31][C:32]=1[Cl:33])[C:5]([NH:7][C:8]1[CH:9]=[CH:10][C:11]([O:14][C:15]2[CH:20]=[CH:19][C:18]([CH2:21][CH2:22][CH2:23][CH2:24][C:25](OCC)=[O:26])=[CH:17][CH:16]=2)=[N:12][CH:13]=1)=[O:6].[BH4-].[Na+].Cl. (3) Given the product [Cl:25][C:26]1[CH:34]=[CH:33][C:29]([C:30]([NH:16][C:17]2[CH:24]=[CH:23][C:20]([CH2:21][NH:22][C:9]3[C:8]4[C:13](=[C:4]([N+:1]([O-:3])=[O:2])[CH:5]=[CH:6][CH:7]=4)[N:12]=[C:11]([NH:36][CH3:35])[N:10]=3)=[CH:19][CH:18]=2)=[O:31])=[CH:28][N:27]=1, predict the reactants needed to synthesize it. The reactants are: [N+:1]([C:4]1[CH:5]=[CH:6][CH:7]=[C:8]2[C:13]=1[N:12]=[C:11](Cl)[N:10]=[C:9]2Cl)([O-:3])=[O:2].[NH2:16][C:17]1[CH:24]=[CH:23][C:20]([CH2:21][NH2:22])=[CH:19][CH:18]=1.[Cl:25][C:26]1[CH:34]=[CH:33][C:29]([C:30](Cl)=[O:31])=[CH:28][N:27]=1.[CH3:35][NH2:36]. (4) Given the product [Si:14]([O:21][CH2:22][C@@H:23]([NH:24][S@:25]([C:27]([CH3:30])([CH3:29])[CH3:28])=[O:26])[C:7]1[CH:12]=[CH:11][C:10]([F:13])=[CH:9][N:8]=1)([C:17]([CH3:20])([CH3:19])[CH3:18])([CH3:16])[CH3:15], predict the reactants needed to synthesize it. The reactants are: C([Li])CCC.Br[C:7]1[CH:12]=[CH:11][C:10]([F:13])=[CH:9][N:8]=1.[Si:14]([O:21][CH2:22]/[CH:23]=[N:24]/[S@:25]([C:27]([CH3:30])([CH3:29])[CH3:28])=[O:26])([C:17]([CH3:20])([CH3:19])[CH3:18])([CH3:16])[CH3:15].O. (5) Given the product [NH2:7][C:8]1[S:12][C:11]([C:13]2[CH:18]=[CH:17][C:16]([Cl:19])=[CH:15][C:14]=2[O:20][CH3:21])=[N:10][C:9]=1[CH3:22], predict the reactants needed to synthesize it. The reactants are: C(OC(=O)[NH:7][C:8]1[S:12][C:11]([C:13]2[CH:18]=[CH:17][C:16]([Cl:19])=[CH:15][C:14]=2[O:20][CH3:21])=[N:10][C:9]=1[CH3:22])(C)(C)C.Cl.O1CCOCC1.C(Cl)(Cl)Cl.C(=O)(O)[O-].[Na+].